From a dataset of Catalyst prediction with 721,799 reactions and 888 catalyst types from USPTO. Predict which catalyst facilitates the given reaction. (1) Reactant: [CH2:1]([N:4]1[CH:9]=[C:8]([C:10]2[CH:15]=[CH:14][C:13]([S:16]([NH:19][C:20]3[C:29]([F:30])=[CH:28][C:23]([C:24]([O:26]C)=[O:25])=[C:22]([F:31])[CH:21]=3)(=[O:18])=[O:17])=[CH:12][CH:11]=2)[CH:7]=[N:6][C:5]1=[O:32])[CH:2]=[CH2:3].[OH-].[Li+].Cl. Product: [CH2:1]([N:4]1[CH:9]=[C:8]([C:10]2[CH:15]=[CH:14][C:13]([S:16]([NH:19][C:20]3[C:29]([F:30])=[CH:28][C:23]([C:24]([OH:26])=[O:25])=[C:22]([F:31])[CH:21]=3)(=[O:18])=[O:17])=[CH:12][CH:11]=2)[CH:7]=[N:6][C:5]1=[O:32])[CH:2]=[CH2:3]. The catalyst class is: 5. (2) Reactant: F[C:2]1[CH:7]=[CH:6][C:5]([NH:8][C:9]([C:11]2[C:12]([C:17]3[CH:22]=[CH:21][C:20]([C:23]([F:26])([F:25])[F:24])=[CH:19][CH:18]=3)=[CH:13][CH:14]=[CH:15][CH:16]=2)=[O:10])=[CH:4][C:3]=1[N+:27]([O-:29])=[O:28].[CH3:30][NH:31][CH2:32][CH2:33][C:34]1[CH:39]=[CH:38][CH:37]=[CH:36][N:35]=1.C(N(CC)CC)C.C(OCC)(=O)C. Product: [CH3:30][N:31]([CH2:32][CH2:33][C:34]1[CH:39]=[CH:38][CH:37]=[CH:36][N:35]=1)[C:2]1[CH:7]=[CH:6][C:5]([NH:8][C:9]([C:11]2[C:12]([C:17]3[CH:18]=[CH:19][C:20]([C:23]([F:25])([F:24])[F:26])=[CH:21][CH:22]=3)=[CH:13][CH:14]=[CH:15][CH:16]=2)=[O:10])=[CH:4][C:3]=1[N+:27]([O-:29])=[O:28]. The catalyst class is: 35.